Dataset: Reaction yield outcomes from USPTO patents with 853,638 reactions. Task: Predict the reaction yield, written as a fraction of the theoretical maximum amount of product (1.0 means a 100% yield; for example, 0.34 means a 34% yield). (1) The reactants are [CH2:1]([S:8][CH:9]([CH:42]=O)[CH2:10][NH:11][C:12]([C:14]1[NH:15][C:16]2[C:21]([CH:22]=1)=[CH:20][C:19]([O:23][CH2:24][CH2:25][CH2:26][S:27]([CH3:30])(=[O:29])=[O:28])=[CH:18][C:17]=2[N:31]([CH3:41])[S:32]([C:35]1[CH:40]=[CH:39][CH:38]=[CH:37][N:36]=1)(=[O:34])=[O:33])=[O:13])[C:2]1[CH:7]=[CH:6][CH:5]=[CH:4][CH:3]=1.[CH3:44][S:45]([N:48]1[CH2:53][CH2:52][NH:51][CH2:50][CH2:49]1)(=[O:47])=[O:46].C(O[BH-](OC(=O)C)OC(=O)C)(=O)C.[Na+].C(O)(=O)CC(CC(O)=O)(C(O)=O)O.C(=O)([O-])O.[Na+]. The catalyst is ClCCCl. The product is [CH2:1]([S:8][CH:9]([CH2:42][N:51]1[CH2:52][CH2:53][N:48]([S:45]([CH3:44])(=[O:47])=[O:46])[CH2:49][CH2:50]1)[CH2:10][NH:11][C:12]([C:14]1[NH:15][C:16]2[C:21]([CH:22]=1)=[CH:20][C:19]([O:23][CH2:24][CH2:25][CH2:26][S:27]([CH3:30])(=[O:28])=[O:29])=[CH:18][C:17]=2[N:31]([CH3:41])[S:32]([C:35]1[CH:40]=[CH:39][CH:38]=[CH:37][N:36]=1)(=[O:33])=[O:34])=[O:13])[C:2]1[CH:7]=[CH:6][CH:5]=[CH:4][CH:3]=1. The yield is 0.430. (2) The reactants are Cl[C:2]([O:4][C:5]1[CH:10]=[CH:9][CH:8]=[CH:7][CH:6]=1)=[O:3].C([C:15]1[C:26]([NH2:27])=[CH:25][C:18]([CH2:19][N:20]([CH3:24])[C:21](=[O:23])[O-:22])=[C:17]([S:28][CH:29]([CH3:31])[CH3:30])[CH:16]=1)(C)(C)C.N1[CH:37]=[CH:36][CH:35]=CC=1.[CH2:38](Cl)Cl. The catalyst is O. The product is [C:5]1([O:4][C:2](=[O:3])[NH:27][C:26]2[CH:15]=[CH:16][C:17]([S:28][CH:29]([CH3:30])[CH3:31])=[C:18]([CH2:19][N:20]([C:21]([O:22][C:36]([CH3:35])([CH3:37])[CH3:38])=[O:23])[CH3:24])[CH:25]=2)[CH:10]=[CH:9][CH:8]=[CH:7][CH:6]=1. The yield is 0.910. (3) The reactants are [CH:1]1([N:7]2[C:12](=[O:13])[CH2:11][C:10](=[O:14])[N:9]([CH:15]3[CH2:20][CH2:19][CH2:18][CH2:17][CH2:16]3)[C:8]2=[O:21])[CH2:6][CH2:5][CH2:4][CH2:3][CH2:2]1.C(N(C(C)C)CC)(C)C.[N:31]([CH2:34][C:35]([O:37][CH2:38][CH3:39])=[O:36])=[C:32]=[O:33].Cl. The catalyst is ClCCl. The product is [CH:1]1([N:7]2[C:12]([OH:13])=[C:11]([C:32]([NH:31][CH2:34][C:35]([O:37][CH2:38][CH3:39])=[O:36])=[O:33])[C:10](=[O:14])[N:9]([CH:15]3[CH2:16][CH2:17][CH2:18][CH2:19][CH2:20]3)[C:8]2=[O:21])[CH2:2][CH2:3][CH2:4][CH2:5][CH2:6]1. The yield is 0.920. (4) The reactants are [C:1](Cl)(=[O:6])[CH:2]=[CH:3][CH2:4][CH3:5].[CH3:8][C:9]1[C@H:14]2[C:15]([CH3:17])([CH3:16])[C@H:12]([CH2:13]2)[CH2:11][CH:10]=1. The catalyst is C(Cl)CCl.[Cl-].[Zn+2].[Cl-]. The product is [CH2:4]([CH:3]1[C:12]2([C:15]([CH3:17])=[CH2:16])[CH2:13][CH:14]([C:9]([CH3:8])=[CH:10][CH2:11]2)[C:1](=[O:6])[CH2:2]1)[CH3:5]. The yield is 0.130. (5) The reactants are C([O:3][C:4](=[O:34])[C:5]1[CH:10]=[CH:9][N:8]=[C:7]([N:11]2[C:15]([CH3:16])=[CH:14][CH:13]=[C:12]2[C:17]2[CH:22]=[C:21]([Cl:23])[CH:20]=[CH:19][C:18]=2[O:24][CH2:25][C:26]2[CH:31]=[CH:30][C:29]([F:32])=[CH:28][C:27]=2[Cl:33])[CH:6]=1)C.C(O)C. The catalyst is C(OCC)(=O)C. The product is [Cl:23][C:21]1[CH:20]=[CH:19][C:18]([O:24][CH2:25][C:26]2[CH:31]=[CH:30][C:29]([F:32])=[CH:28][C:27]=2[Cl:33])=[C:17]([C:12]2[N:11]([C:7]3[CH:6]=[C:5]([CH:10]=[CH:9][N:8]=3)[C:4]([OH:34])=[O:3])[C:15]([CH3:16])=[CH:14][CH:13]=2)[CH:22]=1. The yield is 0.920.